The task is: Regression. Given two drug SMILES strings and cell line genomic features, predict the synergy score measuring deviation from expected non-interaction effect.. This data is from NCI-60 drug combinations with 297,098 pairs across 59 cell lines. (1) Drug 1: C1CN1C2=NC(=NC(=N2)N3CC3)N4CC4. Drug 2: CCC1(C2=C(COC1=O)C(=O)N3CC4=CC5=C(C=CC(=C5CN(C)C)O)N=C4C3=C2)O.Cl. Cell line: UACC-257. Synergy scores: CSS=18.1, Synergy_ZIP=-7.40, Synergy_Bliss=-3.43, Synergy_Loewe=-2.07, Synergy_HSA=-0.210. (2) Drug 1: CN(C)N=NC1=C(NC=N1)C(=O)N. Drug 2: C1=CC=C(C=C1)NC(=O)CCCCCCC(=O)NO. Cell line: UACC-257. Synergy scores: CSS=2.57, Synergy_ZIP=-4.31, Synergy_Bliss=-2.38, Synergy_Loewe=-30.3, Synergy_HSA=-7.44. (3) Synergy scores: CSS=10.0, Synergy_ZIP=3.77, Synergy_Bliss=7.62, Synergy_Loewe=5.24, Synergy_HSA=6.20. Drug 1: CC1=C(C=C(C=C1)NC2=NC=CC(=N2)N(C)C3=CC4=NN(C(=C4C=C3)C)C)S(=O)(=O)N.Cl. Drug 2: CN1CCC(CC1)COC2=C(C=C3C(=C2)N=CN=C3NC4=C(C=C(C=C4)Br)F)OC. Cell line: UACC-257.